Dataset: Forward reaction prediction with 1.9M reactions from USPTO patents (1976-2016). Task: Predict the product of the given reaction. (1) Given the reactants [N+:1]([C:4]1[CH:5]=[C:6]2[C:10](=[CH:11][CH:12]=1)[NH:9][N:8]=[C:7]2[CH2:13][N:14]1[C:22](=[O:23])[C:21]2[C:16](=[CH:17][CH:18]=[CH:19][CH:20]=2)[C:15]1=[O:24])([O-])=O, predict the reaction product. The product is: [NH2:1][C:4]1[CH:5]=[C:6]2[C:10](=[CH:11][CH:12]=1)[NH:9][N:8]=[C:7]2[CH2:13][N:14]1[C:15](=[O:24])[C:16]2[C:21](=[CH:20][CH:19]=[CH:18][CH:17]=2)[C:22]1=[O:23]. (2) Given the reactants [C:1]([O:4][C:5]([CH3:8])([CH3:7])[CH3:6])(=[O:3])[CH3:2].C[O:10][C:11]([C:13]1[CH:18]=[N:17][C:16]([NH:19][C:20](=[O:25])[C:21]([CH3:24])([CH3:23])[CH3:22])=[CH:15][N:14]=1)=O.C[Si]([N-][Si](C)(C)C)(C)C.[Li+], predict the reaction product. The product is: [C:5]([O:4][C:1](=[O:3])[CH2:2][C:11]([C:13]1[CH:18]=[N:17][C:16]([NH:19][C:20](=[O:25])[C:21]([CH3:23])([CH3:22])[CH3:24])=[CH:15][N:14]=1)=[O:10])([CH3:8])([CH3:7])[CH3:6]. (3) Given the reactants [NH2:1][CH2:2][CH2:3][O:4][CH2:5][CH2:6][OH:7].C(=O)(O)[O-].[Na+].[CH3:13][C:14]([O:17][C:18](O[C:18]([O:17][C:14]([CH3:16])([CH3:15])[CH3:13])=[O:19])=[O:19])([CH3:16])[CH3:15], predict the reaction product. The product is: [OH:7][CH2:6][CH2:5][O:4][CH2:3][CH2:2][NH:1][C:18](=[O:19])[O:17][C:14]([CH3:16])([CH3:15])[CH3:13].